From a dataset of Reaction yield outcomes from USPTO patents with 853,638 reactions. Predict the reaction yield, written as a fraction of the theoretical maximum amount of product (1.0 means a 100% yield; for example, 0.34 means a 34% yield). The reactants are [CH2:1]([O:3][C:4](=[O:31])[C:5]([O:8][C:9]1[CH:14]=[CH:13][C:12]([O:15][CH2:16][CH2:17][C:18]2[N:19]=[C:20]([C:24]3[CH:29]=[CH:28][C:27](Br)=[CH:26][CH:25]=3)[O:21][C:22]=2[CH3:23])=[CH:11][CH:10]=1)([CH3:7])[CH3:6])[CH3:2].CC([O-])=O.[K+].[B:37]1([B:37]2[O:41][C:40]([CH3:43])([CH3:42])[C:39]([CH3:45])([CH3:44])[O:38]2)[O:41][C:40]([CH3:43])([CH3:42])[C:39]([CH3:45])([CH3:44])[O:38]1.ClCCl. The catalyst is CS(C)=O.C1C=CC(P(C2C=CC=CC=2)[C-]2C=CC=C2)=CC=1.C1C=CC(P(C2C=CC=CC=2)[C-]2C=CC=C2)=CC=1.Cl[Pd]Cl.[Fe+2]. The product is [CH2:1]([O:3][C:4](=[O:31])[C:5]([CH3:7])([O:8][C:9]1[CH:14]=[CH:13][C:12]([O:15][CH2:16][CH2:17][C:18]2[N:19]=[C:20]([C:24]3[CH:29]=[CH:28][C:27]([B:37]4[O:41][C:40]([CH3:43])([CH3:42])[C:39]([CH3:45])([CH3:44])[O:38]4)=[CH:26][CH:25]=3)[O:21][C:22]=2[CH3:23])=[CH:11][CH:10]=1)[CH3:6])[CH3:2]. The yield is 1.00.